From a dataset of Forward reaction prediction with 1.9M reactions from USPTO patents (1976-2016). Predict the product of the given reaction. (1) Given the reactants [NH2:1][C:2]1[CH:7]=[CH:6][N:5]=[C:4]([NH:8][CH2:9][CH2:10][CH2:11][O:12][C:13]2[CH:29]=[CH:28][C:16]3[CH2:17][CH:18]([CH2:23][C:24]([O:26]C)=[O:25])[C:19](=[O:22])[NH:20][CH2:21][C:15]=3[CH:14]=2)[CH:3]=1.N1C=CC=CC=1NCCCOC1C=CC2CC(CC(OCC)=O)C(=O)NCC=2C=1, predict the reaction product. The product is: [NH2:1][C:2]1[CH:7]=[CH:6][N:5]=[C:4]([NH:8][CH2:9][CH2:10][CH2:11][O:12][C:13]2[CH:29]=[CH:28][C:16]3[CH2:17][CH:18]([CH2:23][C:24]([OH:26])=[O:25])[C:19](=[O:22])[NH:20][CH2:21][C:15]=3[CH:14]=2)[CH:3]=1. (2) Given the reactants [CH2:1]([O:8][C:9]1[CH:14]=[CH:13][C:12]([S:15]([NH:18][C@@H:19]2[CH2:24][CH2:23][O:22][CH2:21][C@:20]2([CH3:28])[C:25](O)=[O:26])(=[O:17])=[O:16])=[CH:11][CH:10]=1)[C:2]1[CH:7]=[CH:6][CH:5]=[CH:4][CH:3]=1.CN([P+](ON1N=NC2C=CC=CC1=2)(N(C)C)N(C)C)C.F[P-](F)(F)(F)(F)F.C(N(CC)C(C)C)(C)C.Cl.[C:66]([O:70][NH2:71])([CH3:69])([CH3:68])[CH3:67], predict the reaction product. The product is: [CH2:1]([O:8][C:9]1[CH:10]=[CH:11][C:12]([S:15]([NH:18][C@@H:19]2[CH2:24][CH2:23][O:22][CH2:21][C@:20]2([CH3:28])[C:25]([NH:71][O:70][C:66]([CH3:69])([CH3:68])[CH3:67])=[O:26])(=[O:17])=[O:16])=[CH:13][CH:14]=1)[C:2]1[CH:3]=[CH:4][CH:5]=[CH:6][CH:7]=1. (3) Given the reactants [CH:1]1([C:4]2[N:5]=[CH:6][C:7]([C:15]([OH:17])=O)=[N:8][C:9]=2[O:10][CH2:11][CH:12]2[CH2:14][CH2:13]2)[CH2:3][CH2:2]1.[NH2:18][C@@:19]([CH3:25])([CH:22]([CH3:24])[CH3:23])[CH2:20][OH:21], predict the reaction product. The product is: [OH:21][CH2:20][C@:19]([NH:18][C:15]([C:7]1[CH:6]=[N:5][C:4]([CH:1]2[CH2:2][CH2:3]2)=[C:9]([O:10][CH2:11][CH:12]2[CH2:13][CH2:14]2)[N:8]=1)=[O:17])([CH3:25])[CH:22]([CH3:24])[CH3:23].